Dataset: Peptide-MHC class I binding affinity with 185,985 pairs from IEDB/IMGT. Task: Regression. Given a peptide amino acid sequence and an MHC pseudo amino acid sequence, predict their binding affinity value. This is MHC class I binding data. (1) The peptide sequence is ARADGILRF. The MHC is HLA-B44:02 with pseudo-sequence HLA-B44:02. The binding affinity (normalized) is 0.0847. (2) The peptide sequence is RVHFHRFMY. The MHC is HLA-B46:01 with pseudo-sequence HLA-B46:01. The binding affinity (normalized) is 0.0847. (3) The binding affinity (normalized) is 0.0847. The MHC is HLA-A02:12 with pseudo-sequence HLA-A02:12. The peptide sequence is IISLKYTRK. (4) The peptide sequence is KRFNITVSK. The MHC is HLA-B18:01 with pseudo-sequence HLA-B18:01. The binding affinity (normalized) is 0.0847. (5) The peptide sequence is CIKSHSVSLV. The MHC is HLA-A02:01 with pseudo-sequence HLA-A02:01. The binding affinity (normalized) is 0. (6) The peptide sequence is APAKKAAAK. The MHC is HLA-B38:01 with pseudo-sequence HLA-B38:01. The binding affinity (normalized) is 0.0847. (7) The peptide sequence is FYLFTFTIY. The MHC is HLA-A26:02 with pseudo-sequence HLA-A26:02. The binding affinity (normalized) is 0.0847. (8) The peptide sequence is NRYFYCQL. The MHC is HLA-A02:06 with pseudo-sequence HLA-A02:06. The binding affinity (normalized) is 0.